The task is: Predict the product of the given reaction.. This data is from Forward reaction prediction with 1.9M reactions from USPTO patents (1976-2016). (1) Given the reactants [F:1][C:2]([F:33])([F:32])[C:3]([NH:5][C@@H:6]1[CH2:31][CH2:30][N:9]2[C:10]3[CH:23]=[CH:22][C:21](C4N=NN(C)N=4)=[CH:20][C:11]=3[C@H:12]([CH3:19])[C:13]3[CH:18]=[CH:17][CH:16]=[CH:15][C:14]=3[C@H:8]2[CH2:7]1)=[O:4].[N+:34]([O-])([OH:36])=[O:35], predict the reaction product. The product is: [F:1][C:2]([F:32])([F:33])[C:3]([NH:5][C@@H:6]1[CH2:31][CH2:30][N:9]2[C:10]3[CH:23]=[CH:22][C:21]([N+:34]([O-:36])=[O:35])=[CH:20][C:11]=3[C@H:12]([CH3:19])[C:13]3[CH:18]=[CH:17][CH:16]=[CH:15][C:14]=3[C@H:8]2[CH2:7]1)=[O:4]. (2) Given the reactants [Br:1][C:2]1[CH:3]=[C:4]([CH:7]=[CH:8][C:9]=1[CH2:10]Br)[C:5]#[N:6].C(O)(=O)C.[NH:16]1[CH2:19][CH:18]([C:20]([O:22][C:23]([CH3:26])([CH3:25])[CH3:24])=[O:21])[CH2:17]1.CCN(C(C)C)C(C)C.Cl.[NH2:37][OH:38].C(=O)(O)[O-].[Na+], predict the reaction product. The product is: [Br:1][C:2]1[CH:3]=[C:4](/[C:5](=[N:37]/[OH:38])/[NH2:6])[CH:7]=[CH:8][C:9]=1[CH2:10][N:16]1[CH2:17][CH:18]([C:20]([O:22][C:23]([CH3:26])([CH3:25])[CH3:24])=[O:21])[CH2:19]1. (3) The product is: [Cl:39][C:17]1[CH:18]=[CH:19][C:20]([C:22]2[CH2:26][C:25]([C:31]3[CH:36]=[C:35]([Cl:37])[CH:34]=[C:33]([Cl:38])[CH:32]=3)([C:27]([F:30])([F:29])[F:28])[O:24][N:23]=2)=[CH:21][C:16]=1[NH:8][NH:7][C:1](=[O:6])[CH2:2][CH:3]([CH3:4])[CH3:5]. Given the reactants [C:1]([NH:7][N:8]([C:16]1[CH:21]=[C:20]([C:22]2[CH2:26][C:25]([C:31]3[CH:36]=[C:35]([Cl:37])[CH:34]=[C:33]([Cl:38])[CH:32]=3)([C:27]([F:30])([F:29])[F:28])[O:24][N:23]=2)[CH:19]=[CH:18][C:17]=1[Cl:39])C(OC(C)(C)C)=O)(=[O:6])[CH2:2][CH:3]([CH3:5])[CH3:4].FC(F)(F)C(O)=O, predict the reaction product. (4) Given the reactants [C:1]([O:5][C:6]([N:8]1[CH2:11][CH:10]([NH2:12])[CH2:9]1)=[O:7])([CH3:4])([CH3:3])[CH3:2].C(N(CC)CC)C.[Cl:20][CH2:21][CH2:22][CH2:23][C:24](Cl)=[O:25], predict the reaction product. The product is: [C:1]([O:5][C:6]([N:8]1[CH2:11][CH:10]([NH:12][C:24](=[O:25])[CH2:23][CH2:22][CH2:21][Cl:20])[CH2:9]1)=[O:7])([CH3:4])([CH3:2])[CH3:3].